From a dataset of Full USPTO retrosynthesis dataset with 1.9M reactions from patents (1976-2016). Predict the reactants needed to synthesize the given product. (1) Given the product [CH2:22]([O:21][C:19]([NH:1][CH:4]([CH2:9][C:7]1[CH:6]=[CH:5][C:4]([N+:1]([O-:3])=[O:2])=[CH:9][CH:8]=1)[C:5]([OH:30])=[O:16])=[O:20])[C:23]1[CH:28]=[CH:27][CH:26]=[CH:25][CH:24]=1, predict the reactants needed to synthesize it. The reactants are: [N+:1]([C:4]1[CH:9]=[CH:8][C:7](N[C@H](C(O)=O)C)=[CH:6][CH:5]=1)([O-:3])=[O:2].[OH-:16].[Na+].Cl[C:19]([O:21][CH2:22][C:23]1[CH:28]=[CH:27][CH:26]=[CH:25][CH:24]=1)=[O:20].Cl.[OH2:30]. (2) The reactants are: [C:1]([O:5][C:6](=[O:18])[NH:7][C:8]1[CH:13]=[CH:12][C:11]([Cl:14])=[CH:10][C:9]=1[N+:15]([O-])=O)([CH3:4])([CH3:3])[CH3:2].O.O.Cl[Sn]Cl. Given the product [C:1]([O:5][C:6](=[O:18])[NH:7][C:8]1[CH:13]=[CH:12][C:11]([Cl:14])=[CH:10][C:9]=1[NH2:15])([CH3:4])([CH3:2])[CH3:3], predict the reactants needed to synthesize it. (3) Given the product [C:29]([N:32]1[CH2:36][CH2:35][N:34]([C:2]2[CH:3]=[CH:4][C:5]([C:9]([N:11]3[CH2:16][CH2:15][N:14]([C:17]4[C:22]([CH:23]5[CH2:25][CH2:24]5)=[CH:21][C:20]([CH:26]5[CH2:28][CH2:27]5)=[CH:19][N:18]=4)[CH2:13][CH2:12]3)=[O:10])=[C:6]([CH3:8])[N:7]=2)[C:33]1=[O:37])(=[O:31])[CH3:30], predict the reactants needed to synthesize it. The reactants are: Br[C:2]1[N:7]=[C:6]([CH3:8])[C:5]([C:9]([N:11]2[CH2:16][CH2:15][N:14]([C:17]3[C:22]([CH:23]4[CH2:25][CH2:24]4)=[CH:21][C:20]([CH:26]4[CH2:28][CH2:27]4)=[CH:19][N:18]=3)[CH2:13][CH2:12]2)=[O:10])=[CH:4][CH:3]=1.[C:29]([N:32]1[CH2:36][CH2:35][NH:34][C:33]1=[O:37])(=[O:31])[CH3:30]. (4) Given the product [Cl:1][C:2]1[N:7]=[C:6]([C:8]([OH:10])=[O:9])[CH:5]=[C:4]([N:12]2[CH2:17][CH2:16][O:15][CH2:14][CH2:13]2)[CH:3]=1, predict the reactants needed to synthesize it. The reactants are: [Cl:1][C:2]1[N:7]=[C:6]([C:8]([O:10]C)=[O:9])[CH:5]=[C:4]([N:12]2[CH2:17][CH2:16][O:15][CH2:14][CH2:13]2)[CH:3]=1.[OH-].[Li+].C1COCC1.